This data is from Full USPTO retrosynthesis dataset with 1.9M reactions from patents (1976-2016). The task is: Predict the reactants needed to synthesize the given product. (1) Given the product [CH3:1][O:2][C:3](=[O:19])[CH:4]([NH:8][C:9](=[O:18])[C:10]1[C:11]([Cl:17])=[CH:12][CH:13]=[CH:14][C:15]=1[Cl:16])[CH2:5]/[CH:6]=[CH:7]/[C:37]1[CH:36]=[CH:35][C:34]([N:27]([CH2:20][C:21]2[CH:26]=[CH:25][CH:24]=[CH:23][CH:22]=2)[C:28]2[N:33]=[CH:32][CH:31]=[CH:30][N:29]=2)=[CH:39][CH:38]=1, predict the reactants needed to synthesize it. The reactants are: [CH3:1][O:2][C:3](=[O:19])[CH:4]([NH:8][C:9](=[O:18])[C:10]1[C:15]([Cl:16])=[CH:14][CH:13]=[CH:12][C:11]=1[Cl:17])[CH2:5][CH:6]=[CH2:7].[CH2:20]([N:27]([C:34]1[CH:39]=[CH:38][C:37](I)=[CH:36][CH:35]=1)[C:28]1[N:33]=[CH:32][CH:31]=[CH:30][N:29]=1)[C:21]1[CH:26]=[CH:25][CH:24]=[CH:23][CH:22]=1. (2) Given the product [Cl:13][C:14]1[C:21]([C:22]([F:23])([F:24])[F:25])=[CH:20][CH:19]=[CH:18][C:15]=1[CH2:16][NH:11][CH2:10][CH:9]([C:6]1[CH:7]=[CH:8][C:3]([O:2][CH3:1])=[CH:4][CH:5]=1)[CH3:12], predict the reactants needed to synthesize it. The reactants are: [CH3:1][O:2][C:3]1[CH:8]=[CH:7][C:6]([CH:9]([CH3:12])[CH2:10][NH2:11])=[CH:5][CH:4]=1.[Cl:13][C:14]1[C:21]([C:22]([F:25])([F:24])[F:23])=[CH:20][CH:19]=[CH:18][C:15]=1[CH:16]=O.O.C1(C)C=CC(S(O)(=O)=O)=CC=1. (3) Given the product [O:24]=[C:13]1[CH2:12][CH2:11][CH2:10][C:9]2[N:8]=[C:7]([CH2:6][C:5]3[CH:4]=[CH:3][C:2]([NH:1][C:27](=[O:29])[CH3:28])=[CH:26][CH:25]=3)[C:16]3[NH:17][C:18]4[CH:19]=[CH:20][CH:21]=[CH:22][C:23]=4[C:15]=3[C:14]1=2, predict the reactants needed to synthesize it. The reactants are: [NH2:1][C:2]1[CH:26]=[CH:25][C:5]([CH2:6][C:7]2[C:16]3[NH:17][C:18]4[CH:19]=[CH:20][CH:21]=[CH:22][C:23]=4[C:15]=3[C:14]3[C:13](=[O:24])[CH2:12][CH2:11][CH2:10][C:9]=3[N:8]=2)=[CH:4][CH:3]=1.[C:27](Cl)(=[O:29])[CH3:28]. (4) Given the product [S:1]1[C:5]2[CH:6]=[CH:7][CH:8]=[CH:9][C:4]=2[N:3]=[C:2]1[CH:10]([C:12]1[CH:13]=[C:14]([C:24]2[CH:25]=[CH:26][C:21]([O:20][CH3:19])=[CH:22][CH:23]=2)[CH:15]=[CH:16][CH:17]=1)[OH:11], predict the reactants needed to synthesize it. The reactants are: [S:1]1[C:5]2[CH:6]=[CH:7][CH:8]=[CH:9][C:4]=2[N:3]=[C:2]1[CH:10]([C:12]1[CH:17]=[CH:16][CH:15]=[C:14](Br)[CH:13]=1)[OH:11].[CH3:19][O:20][C:21]1[CH:26]=[CH:25][C:24](B(O)O)=[CH:23][CH:22]=1.C(=O)([O-])[O-].[K+].[K+].O. (5) Given the product [CH:1]1([NH:4][C:5](=[O:27])[C:6]2[CH:11]=[CH:10][C:9]([CH3:12])=[C:8]([N:13]3[CH:22]=[CH:21][C:20]4[C:15](=[CH:16][C:17]([O:24][CH3:25])=[CH:18][CH:19]=4)[C:14]3=[O:26])[CH:7]=2)[CH2:3][CH2:2]1, predict the reactants needed to synthesize it. The reactants are: [CH:1]1([NH:4][C:5](=[O:27])[C:6]2[CH:11]=[CH:10][C:9]([CH3:12])=[C:8]([N:13]3[C:22](=O)[CH2:21][C:20]4[C:15](=[CH:16][C:17]([O:24][CH3:25])=[CH:18][CH:19]=4)[C:14]3=[O:26])[CH:7]=2)[CH2:3][CH2:2]1.[BH4-].[Na+].Cl. (6) Given the product [CH3:13][C:2]([NH2:14])([CH3:1])[CH2:3][C:4]1[C:9]([CH3:10])=[CH:8][C:7]([CH3:11])=[CH:6][C:5]=1[CH3:12], predict the reactants needed to synthesize it. The reactants are: [CH3:1][C:2]([NH:14]C=O)([CH3:13])[CH2:3][C:4]1[C:9]([CH3:10])=[CH:8][C:7]([CH3:11])=[CH:6][C:5]=1[CH3:12].[OH-].[K+]. (7) Given the product [CH3:30][N:31]([CH3:41])[C:32]1[N:33]=[CH:34][C:35]([C:2]2[CH:10]=[CH:9][CH:8]=[C:7]3[C:3]=2[C:4]2([CH2:21][O:20][C:19]4[CH:22]=[C:23]5[C:27](=[CH:28][C:18]2=4)[CH2:26][CH2:25][O:24]5)[C:5](=[O:17])[N:6]3[CH2:11][C@H:12]2[CH2:16][CH2:15][CH2:14][O:13]2)=[CH:36][CH:37]=1, predict the reactants needed to synthesize it. The reactants are: Br[C:2]1[CH:10]=[CH:9][CH:8]=[C:7]2[C:3]=1[C:4]1([CH2:21][O:20][C:19]3[CH:22]=[C:23]4[C:27](=[CH:28][C:18]1=3)[CH2:26][CH2:25][O:24]4)[C:5](=[O:17])[N:6]2[CH2:11][C@H:12]1[CH2:16][CH2:15][CH2:14][O:13]1.O.[CH3:30][N:31]([CH3:41])[C:32]1[CH:37]=[CH:36][C:35](B(O)O)=[CH:34][N:33]=1.C(=O)([O-])[O-].[Na+].[Na+]. (8) Given the product [CH2:1]([O:3][C:4]1[C:8]([CH2:9][CH2:10][CH2:11][O:12][C:24]2[CH:29]=[C:28]([O:30][CH3:31])[CH:27]=[C:26]([CH2:32][CH2:33][C:34]([OH:36])=[O:35])[CH:25]=2)=[CH:7][N:6]([C:13]2[CH:18]=[CH:17][C:16]([C:19]([F:21])([F:20])[F:22])=[CH:15][N:14]=2)[N:5]=1)[CH3:2], predict the reactants needed to synthesize it. The reactants are: [CH2:1]([O:3][C:4]1[C:8]([CH2:9][CH2:10][CH2:11][OH:12])=[CH:7][N:6]([C:13]2[CH:18]=[CH:17][C:16]([C:19]([F:22])([F:21])[F:20])=[CH:15][N:14]=2)[N:5]=1)[CH3:2].O[C:24]1[CH:25]=[C:26]([CH2:32][CH2:33][C:34]([O:36]CC)=[O:35])[CH:27]=[C:28]([O:30][CH3:31])[CH:29]=1.C(P(CCCC)CCCC)CCC.N(C(N1CCCCC1)=O)=NC(N1CCCCC1)=O. (9) Given the product [F:1][C:2]1[CH:3]=[C:4]([NH:14][C:15]2[N:30]=[C:18]3[C@@H:19]([C:23]4[CH:24]=[CH:25][C:26]([F:29])=[CH:27][CH:28]=4)[CH2:20][CH2:21][CH2:22][N:17]3[N:16]=2)[CH:5]=[CH:6][C:7]=1[N:8]1[C:12]([CH3:13])=[N:11][CH:10]=[N:9]1, predict the reactants needed to synthesize it. The reactants are: [F:1][C:2]1[CH:3]=[C:4]([NH:14][C:15]2[N:30]=[C:18]3[CH:19]([C:23]4[CH:28]=[CH:27][C:26]([F:29])=[CH:25][CH:24]=4)[CH2:20][CH2:21][CH2:22][N:17]3[N:16]=2)[CH:5]=[CH:6][C:7]=1[N:8]1[C:12]([CH3:13])=[N:11][CH:10]=[N:9]1.CO.